Dataset: Forward reaction prediction with 1.9M reactions from USPTO patents (1976-2016). Task: Predict the product of the given reaction. (1) The product is: [Cl:1][C:2]1[CH:7]=[C:6]([CH:5]=[CH:4][C:3]=1[O:11][CH2:12][C:13]1[CH:18]=[CH:17][CH:16]=[C:15]([F:19])[CH:14]=1)[NH2:8]. Given the reactants [Cl:1][C:2]1[CH:7]=[C:6]([N+:8]([O-])=O)[CH:5]=[CH:4][C:3]=1[O:11][CH2:12][C:13]1[CH:18]=[CH:17][CH:16]=[C:15]([F:19])[CH:14]=1.[H][H], predict the reaction product. (2) Given the reactants [CH3:1][C:2]1[CH:3]=[C:4]([NH:16][C:17]2[C:26]3[C:21](=[CH:22][CH:23]=[CH:24][C:25]=3[O:27][C@H:28]([CH3:32])[C:29]([OH:31])=O)[N:20]=[CH:19][N:18]=2)[CH:5]=[CH:6][C:7]=1[O:8][C:9]1[CH:10]=[N:11][C:12]([CH3:15])=[CH:13][CH:14]=1.[NH:33]1[CH2:36][CH2:35][CH2:34]1, predict the reaction product. The product is: [N:33]1([C:29](=[O:31])[C@@H:28]([CH3:32])[O:27][C:25]2[CH:24]=[CH:23][CH:22]=[C:21]3[C:26]=2[C:17]([NH:16][C:4]2[CH:5]=[CH:6][C:7]([O:8][C:9]4[CH:10]=[N:11][C:12]([CH3:15])=[CH:13][CH:14]=4)=[C:2]([CH3:1])[CH:3]=2)=[N:18][CH:19]=[N:20]3)[CH2:36][CH2:35][CH2:34]1. (3) Given the reactants OCCCN1C=C(C2C=CC(NC3C(C(F)(F)F)=CN=C(NC4C=CC(CP(=O)(OCC)OCC)=CC=4OC)N=3)=C3C=2CN(C)C3=O)C=N1.[NH2:50][C:51]1[C:52]([C:66]([NH:68][CH3:69])=[O:67])=[N:53][C:54]([C:57]2[CH:58]=[N:59][N:60]([CH2:62][CH2:63][CH2:64][OH:65])[CH:61]=2)=[CH:55][CH:56]=1.C(OP1(=O)CC2C=CC(=CC=2)NC2=NC(=C(C(F)(F)F)C=N2)NC2C=CC(=NC=2C(NC)=O)C2=CN(N=C2)CCCCO1)C.Cl[C:115]1[C:120]([C:121]([F:124])([F:123])[F:122])=[CH:119][N:118]=[C:117]([NH:125][C:126]2[CH:140]=[CH:139][C:129]([CH2:130][P:131](=[O:138])([O:135][CH2:136][CH3:137])[O:132][CH2:133][CH3:134])=[CH:128][C:127]=2[CH3:141])[N:116]=1, predict the reaction product. The product is: [OH:65][CH2:64][CH2:63][CH2:62][N:60]1[CH:61]=[C:57]([C:54]2[N:53]=[C:52]([C:66](=[O:67])[NH:68][CH3:69])[C:51]([NH:50][C:119]3[C:120]([C:121]([F:124])([F:122])[F:123])=[CH:115][N:116]=[C:117]([NH:125][C:126]4[CH:140]=[CH:139][C:129]([CH2:130][P:131](=[O:138])([O:135][CH2:136][CH3:137])[O:132][CH2:133][CH3:134])=[CH:128][C:127]=4[CH3:141])[N:118]=3)=[CH:56][CH:55]=2)[CH:58]=[N:59]1. (4) Given the reactants [C:1]([C:3]1[CH:8]=[CH:7][C:6]([C:9]2[N:13]3[CH:14]=[C:15]([C:18]4[CH:26]=[CH:25][C:21]([C:22](O)=[O:23])=[CH:20][CH:19]=4)[CH:16]=[CH:17][C:12]3=[N:11][CH:10]=2)=[CH:5][CH:4]=1)#[N:2].CN(C(ON1N=NC2C=CC=NC1=2)=[N+](C)C)C.F[P-](F)(F)(F)(F)F.CN1CCOCC1.[N:58]1[CH:63]=[CH:62][C:61]([N:64]2[CH2:69][CH2:68][NH:67][CH2:66][CH2:65]2)=[CH:60][CH:59]=1, predict the reaction product. The product is: [N:58]1[CH:63]=[CH:62][C:61]([N:64]2[CH2:65][CH2:66][N:67]([C:22]([C:21]3[CH:20]=[CH:19][C:18]([C:15]4[CH:16]=[CH:17][C:12]5[N:13]([C:9]([C:6]6[CH:7]=[CH:8][C:3]([C:1]#[N:2])=[CH:4][CH:5]=6)=[CH:10][N:11]=5)[CH:14]=4)=[CH:26][CH:25]=3)=[O:23])[CH2:68][CH2:69]2)=[CH:60][CH:59]=1.